This data is from Peptide-MHC class I binding affinity with 185,985 pairs from IEDB/IMGT. The task is: Regression. Given a peptide amino acid sequence and an MHC pseudo amino acid sequence, predict their binding affinity value. This is MHC class I binding data. The MHC is HLA-A26:01 with pseudo-sequence HLA-A26:01. The binding affinity (normalized) is 0.0847. The peptide sequence is SSDDIPPRW.